Dataset: Forward reaction prediction with 1.9M reactions from USPTO patents (1976-2016). Task: Predict the product of the given reaction. (1) Given the reactants [C:1]([O:5][C:6]([N:8]1[CH2:12][CH:11]([O:13][C:14]2[C:23]3[C:18](=[CH:19][C:20]([O:24][CH3:25])=[CH:21][CH:22]=3)[CH:17]=[CH:16][N:15]=2)[CH2:10][CH:9]1[C:26](=[O:36])[NH:27][C:28]1([C:33](O)=[O:34])[CH2:30][CH:29]1[CH2:31][CH3:32])=[O:7])([CH3:4])([CH3:3])[CH3:2].[CH3:37][O:38][C:39]([C:41]1([O:44][S:45](=[O:48])(=[O:47])[NH2:46])[CH2:43][CH2:42]1)=[O:40].S(=O)(=O)(O)N, predict the reaction product. The product is: [C:1]([O:5][C:6]([N:8]1[CH2:12][CH:11]([O:13][C:14]2[C:23]3[C:18](=[CH:19][C:20]([O:24][CH3:25])=[CH:21][CH:22]=3)[CH:17]=[CH:16][N:15]=2)[CH2:10][CH:9]1[C:26](=[O:36])[NH:27][C:28]1([C:33]([NH:46][S:45]([O:44][C:41]2([C:39]([O:38][CH3:37])=[O:40])[CH2:42][CH2:43]2)(=[O:48])=[O:47])=[O:34])[CH2:30][CH:29]1[CH2:31][CH3:32])=[O:7])([CH3:2])([CH3:3])[CH3:4]. (2) Given the reactants [NH2:1][CH:2]([C:6]([OH:8])=[O:7])[CH2:3][CH2:4][SH:5].[OH-].[K+].Br[CH2:12][CH2:13][OH:14], predict the reaction product. The product is: [NH2:1][CH:2]([CH2:3][CH2:4][S:5][CH2:12][CH2:13][OH:14])[C:6]([OH:8])=[O:7].